This data is from Full USPTO retrosynthesis dataset with 1.9M reactions from patents (1976-2016). The task is: Predict the reactants needed to synthesize the given product. (1) Given the product [Cl:1][C:2]1[N:10]=[C:9]2[C:5]([N:6]=[CH:7][NH:8]2)=[C:4]([NH:12][C:13]2[CH:28]=[CH:27][C:16]([C:17]([O:19][CH2:20][CH2:21][N:22]([CH2:25][CH3:26])[CH2:23][CH3:24])=[O:18])=[CH:15][CH:14]=2)[N:3]=1, predict the reactants needed to synthesize it. The reactants are: [Cl:1][C:2]1[N:10]=[C:9]2[C:5]([NH:6][CH:7]=[N:8]2)=[C:4](Cl)[N:3]=1.[NH2:12][C:13]1[CH:28]=[CH:27][C:16]([C:17]([O:19][CH2:20][CH2:21][N:22]([CH2:25][CH3:26])[CH2:23][CH3:24])=[O:18])=[CH:15][CH:14]=1. (2) Given the product [NH2:30][C:26]1[NH:27][C:28](=[O:29])[C:23]2[S:22][C:21](=[O:31])[N:20]([C@H:13]3[C@H:14]([CH2:16][C:17]([CH3:19])=[CH2:18])[CH2:15][C@@H:11]([CH2:10][OH:9])[O:12]3)[C:24]=2[N:25]=1, predict the reactants needed to synthesize it. The reactants are: C([O:9][CH2:10][C@@H:11]1[CH2:15][C@@H:14]([CH2:16][C:17]([CH3:19])=[CH2:18])[C@H:13]([N:20]2[C:24]3[N:25]=[C:26]([NH2:30])[NH:27][C:28](=[O:29])[C:23]=3[S:22][C:21]2=[O:31])[O:12]1)(=O)C1C=CC=CC=1.C([O-])([O-])=O.[K+].[K+]. (3) Given the product [C:11]([C:13]1([NH:16][C:17]([C@H:19]2[CH2:23][C@H:22]([S:24]([C:27]3[CH:32]=[CH:31][C:30]([C:4]4[CH:5]=[CH:6][N:1]=[C:2]([CH3:10])[CH:3]=4)=[CH:29][C:28]=3[C:34]([F:37])([F:35])[F:36])(=[O:26])=[O:25])[CH2:21][C@@H:20]2[O:38][CH:39]2[CH2:40][CH2:41][O:42][CH2:43][CH2:44]2)=[O:18])[CH2:14][CH2:15]1)#[N:12], predict the reactants needed to synthesize it. The reactants are: [N:1]1[CH:6]=[CH:5][C:4](B(O)O)=[CH:3][C:2]=1[CH3:10].[C:11]([C:13]1([NH:16][C:17]([C@H:19]2[CH2:23][C@H:22]([S:24]([C:27]3[CH:32]=[CH:31][C:30](Br)=[CH:29][C:28]=3[C:34]([F:37])([F:36])[F:35])(=[O:26])=[O:25])[CH2:21][C@@H:20]2[O:38][CH:39]2[CH2:44][CH2:43][O:42][CH2:41][CH2:40]2)=[O:18])[CH2:15][CH2:14]1)#[N:12].C(C1(NC([C@H]2C[C@H](S(C3C=CC(Br)=CC=3C(F)(F)F)(=O)=O)C[C@@H]2OC)=O)CC1)#N. (4) The reactants are: Cl[C:2]1[C:7]([C:8]2[N:13]=[CH:12][N:11]=[C:10]([NH:14][C:15]3[CH:16]=[CH:17][CH:18]=[C:19]4[C:24]=3[CH2:23][CH:22]([OH:25])[CH2:21][CH2:20]4)[CH:9]=2)=[CH:6][CH:5]=[C:4]([C:26]([F:29])([F:28])[F:27])[N:3]=1.[Na].[CH3:31][OH:32]. Given the product [CH3:31][O:32][C:2]1[C:7]([C:8]2[N:13]=[CH:12][N:11]=[C:10]([NH:14][C:15]3[CH:16]=[CH:17][CH:18]=[C:19]4[C:24]=3[CH2:23][CH:22]([OH:25])[CH2:21][CH2:20]4)[CH:9]=2)=[CH:6][CH:5]=[C:4]([C:26]([F:29])([F:28])[F:27])[N:3]=1, predict the reactants needed to synthesize it. (5) The reactants are: [CH2:1]([N:8]1[C:12]([NH2:13])=[CH:11][CH:10]=[N:9]1)[C:2]1[CH:7]=[CH:6][CH:5]=[CH:4][CH:3]=1.[O:14]1[C:18]2([CH2:23][CH2:22][C:21](=O)[CH2:20][CH2:19]2)[O:17][CH2:16][CH2:15]1.C(O[BH-](OC(=O)C)OC(=O)C)(=O)C.[Na+]. Given the product [CH2:1]([N:8]1[C:12]([NH:13][CH:21]2[CH2:22][CH2:23][C:18]3([O:17][CH2:16][CH2:15][O:14]3)[CH2:19][CH2:20]2)=[CH:11][CH:10]=[N:9]1)[C:2]1[CH:3]=[CH:4][CH:5]=[CH:6][CH:7]=1, predict the reactants needed to synthesize it. (6) Given the product [C:40]([O:39][C:37](=[O:38])[NH:44][C@@H:45]([CH2:48][OH:49])[C:46]([N:23]1[CH2:22][CH2:21][C:20]2[C:25](=[CH:26][CH:27]=[CH:28][C:19]=2[C:16]2[N:15]=[C:14]([C:10]3[CH:9]=[C:8]4[C:13](=[CH:12][CH:11]=3)[N:5]([CH:2]([CH3:4])[CH3:3])[CH:6]=[CH:7]4)[O:18][N:17]=2)[CH2:24]1)=[O:47])([CH3:43])([CH3:41])[CH3:42], predict the reactants needed to synthesize it. The reactants are: Cl.[CH:2]([N:5]1[C:13]2[C:8](=[CH:9][C:10]([C:14]3[O:18][N:17]=[C:16]([C:19]4[CH:28]=[CH:27][CH:26]=[C:25]5[C:20]=4[CH2:21][CH2:22][NH:23][CH2:24]5)[N:15]=3)=[CH:11][CH:12]=2)[CH:7]=[CH:6]1)([CH3:4])[CH3:3].C(N1CCOCC1)C.[C:37]([NH:44][C@H:45]([C:48](O)=[O:49])[CH2:46][OH:47])([O:39][C:40]([CH3:43])([CH3:42])[CH3:41])=[O:38].OC1C2N=NNC=2C=CC=1.C(N=C=NCCCN(C)C)C.